This data is from Reaction yield outcomes from USPTO patents with 853,638 reactions. The task is: Predict the reaction yield, written as a fraction of the theoretical maximum amount of product (1.0 means a 100% yield; for example, 0.34 means a 34% yield). (1) The reactants are C1C(=O)N([Br:8])C(=O)C1.C1(P(C2C=CC=CC=2)C2C=CC=CC=2)C=CC=CC=1.[Cl:28][C:29]1[CH:30]=[C:31]([C:35]2[O:39][N:38]=[C:37]([CH:40](O)[CH3:41])[N:36]=2)[CH:32]=[CH:33][CH:34]=1. The catalyst is C1COCC1. The product is [Br:8][CH:40]([C:37]1[N:36]=[C:35]([C:31]2[CH:32]=[CH:33][CH:34]=[C:29]([Cl:28])[CH:30]=2)[O:39][N:38]=1)[CH3:41]. The yield is 0.320. (2) The reactants are [C:1]1(=[O:10])[C:6]2[CH2:7][CH2:8][CH2:9][C:5]=2[CH:4]=[CH:3][NH:2]1.[H-].[Na+].[CH3:13]I. The catalyst is CN(C=O)C. The product is [CH3:13][N:2]1[CH:3]=[CH:4][C:5]2[CH2:9][CH2:8][CH2:7][C:6]=2[C:1]1=[O:10]. The yield is 0.670.